Regression. Given two drug SMILES strings and cell line genomic features, predict the synergy score measuring deviation from expected non-interaction effect. From a dataset of NCI-60 drug combinations with 297,098 pairs across 59 cell lines. Drug 1: COC1=C(C=C2C(=C1)N=CN=C2NC3=CC(=C(C=C3)F)Cl)OCCCN4CCOCC4. Drug 2: CC1=CC=C(C=C1)C2=CC(=NN2C3=CC=C(C=C3)S(=O)(=O)N)C(F)(F)F. Cell line: RXF 393. Synergy scores: CSS=22.6, Synergy_ZIP=-6.97, Synergy_Bliss=-2.44, Synergy_Loewe=-10.7, Synergy_HSA=-1.29.